From a dataset of Forward reaction prediction with 1.9M reactions from USPTO patents (1976-2016). Predict the product of the given reaction. (1) The product is: [IH:31].[IH:31].[N:11]1([C:15]2[N:19]([CH2:20][C:21]3[N:22]=[C:23]([CH3:26])[S:24][CH:25]=3)[C:18]3[CH:27]=[CH:28][CH:29]=[CH:30][C:17]=3[N:16]=2)[CH2:12][CH2:13][CH2:14][NH:8][CH2:9][CH2:10]1. Given the reactants C(OC([N:8]1[CH2:14][CH2:13][CH2:12][N:11]([C:15]2[N:19]([CH2:20][C:21]3[N:22]=[C:23]([CH3:26])[S:24][CH:25]=3)[C:18]3[CH:27]=[CH:28][CH:29]=[CH:30][C:17]=3[N:16]=2)[CH2:10][CH2:9]1)=O)(C)(C)C.[IH:31], predict the reaction product. (2) Given the reactants [Br:1][C:2]1[CH:3]=[C:4]([CH:8]=[CH:9][C:10]=1[CH3:11])[C:5](Cl)=[O:6].C(N(CC)CC)C.[CH3:19][N:20]1[CH2:25][CH2:24][N:23]([CH2:26][C:27]2[CH:32]=[CH:31][C:30]([NH2:33])=[CH:29][C:28]=2[C:34]([F:37])([F:36])[F:35])[CH2:22][CH2:21]1.C(OCC)(=O)C, predict the reaction product. The product is: [Br:1][C:2]1[CH:3]=[C:4]([CH:8]=[CH:9][C:10]=1[CH3:11])[C:5]([NH:33][C:30]1[CH:31]=[CH:32][C:27]([CH2:26][N:23]2[CH2:22][CH2:21][N:20]([CH3:19])[CH2:25][CH2:24]2)=[C:28]([C:34]([F:37])([F:36])[F:35])[CH:29]=1)=[O:6].